Dataset: Forward reaction prediction with 1.9M reactions from USPTO patents (1976-2016). Task: Predict the product of the given reaction. (1) The product is: [Cl:26][C:27]1[CH:34]=[C:33]([CH2:35][O:36][Si:37]([CH:44]([CH3:46])[CH3:45])([CH:41]([CH3:43])[CH3:42])[CH:38]([CH3:40])[CH3:39])[CH:32]=[C:31]([Cl:47])[C:28]=1[C:29]1[N:20]([OH:21])[C:17]2[C:16]3[CH:22]=[CH:23][N:24]=[CH:25][C:15]=3[NH:14][C:13]3[N:8]=[CH:9][CH:10]=[CH:11][C:12]=3[C:18]=2[N:52]=1. Given the reactants FC(F)(F)C(O)=O.[N:8]1[C:13]2[NH:14][C:15]3[CH:25]=[N:24][CH:23]=[CH:22][C:16]=3/[C:17](=[N:20]/[OH:21])/[C:18](=O)[C:12]=2[CH:11]=[CH:10][CH:9]=1.[Cl:26][C:27]1[CH:34]=[C:33]([CH2:35][O:36][Si:37]([CH:44]([CH3:46])[CH3:45])([CH:41]([CH3:43])[CH3:42])[CH:38]([CH3:40])[CH3:39])[CH:32]=[C:31]([Cl:47])[C:28]=1[CH:29]=O.C([O-])(=O)C.[NH4+:52], predict the reaction product. (2) Given the reactants Br[C:2]1[CH:3]=[C:4]2[C:10]([NH2:11])=[N:9][NH:8][C:5]2=[N:6][CH:7]=1.[C:12]([O:16][C:17](=[O:35])[NH:18][CH2:19][CH:20]1[CH2:25][CH2:24][C:23](B2OC(C)(C)C(C)(C)O2)=[CH:22][CH2:21]1)([CH3:15])([CH3:14])[CH3:13].O1CCOCC1.P([O-])([O-])([O-])=O.[K+].[K+].[K+], predict the reaction product. The product is: [NH2:11][C:10]1[C:4]2[C:5](=[N:6][CH:7]=[C:2]([C:23]3[CH2:24][CH2:25][CH:20]([CH2:19][NH:18][C:17](=[O:35])[O:16][C:12]([CH3:14])([CH3:13])[CH3:15])[CH2:21][CH:22]=3)[CH:3]=2)[NH:8][N:9]=1. (3) Given the reactants [CH3:1][NH:2][C:3]1[CH:4]=[N:5][C:6]2[CH:7]=[C:8]3[CH2:17][CH2:16][NH:15][CH2:14][CH2:13][C:9]3=[CH:10][C:11]=2[N:12]=1.ClC1C=NC2C=C3CCN([C:34](=[O:39])[C:35]([F:38])([F:37])[F:36])CCC3=CC=2N=1.CN.C(=O)([O-])[O-:43].[K+].[K+], predict the reaction product. The product is: [F:36][C:35]([F:38])([F:37])[C:34]([OH:39])=[O:43].[CH3:1][NH:2][C:3]1[CH:4]=[N:5][C:6]2[CH:7]=[C:8]3[CH2:17][CH2:16][NH:15][CH2:14][CH2:13][C:9]3=[CH:10][C:11]=2[N:12]=1. (4) The product is: [F:1][C:2]1[CH:7]=[CH:6][C:5]([F:8])=[CH:4][C:3]=1[C:9]1[CH2:14][CH2:13][CH2:12][CH2:11][N:10]=1. Given the reactants [F:1][C:2]1[CH:7]=[CH:6][C:5]([F:8])=[CH:4][C:3]=1[C:9]1(O)[CH2:14][CH2:13][CH2:12][CH2:11][N:10]1C(OC(C)(C)C)=O.C(O)(C(F)(F)F)=O, predict the reaction product. (5) Given the reactants [C:1]([O:5][C:6](=[O:33])[CH2:7][CH2:8][C:9]([N:11]([CH3:32])[CH2:12][CH2:13][N:14]([CH2:20][C:21]1[CH:22]=[C:23]([CH:29]=[CH:30][N:31]=1)[C:24]([O:26]CC)=[O:25])[CH:15]([CH2:18][CH3:19])[CH2:16][CH3:17])=[O:10])([CH3:4])([CH3:3])[CH3:2].[OH-].[Na+].CO.Cl, predict the reaction product. The product is: [C:1]([O:5][C:6](=[O:33])[CH2:7][CH2:8][C:9]([N:11]([CH3:32])[CH2:12][CH2:13][N:14]([CH2:20][C:21]1[CH:22]=[C:23]([CH:29]=[CH:30][N:31]=1)[C:24]([OH:26])=[O:25])[CH:15]([CH2:18][CH3:19])[CH2:16][CH3:17])=[O:10])([CH3:2])([CH3:3])[CH3:4].